From a dataset of Catalyst prediction with 721,799 reactions and 888 catalyst types from USPTO. Predict which catalyst facilitates the given reaction. (1) Reactant: [OH:1][C:2]1[C:9]([Si:10]([CH:17]([CH3:19])[CH3:18])([CH:14]([CH3:16])[CH3:15])[CH:11]([CH3:13])[CH3:12])=[CH:8][C:7]([CH3:20])=[CH:6][C:3]=1[CH:4]=[O:5].[H-].[Al+3].[Li+].[H-].[H-].[H-].Cl. Product: [CH:17]([Si:10]([CH:11]([CH3:13])[CH3:12])([CH:14]([CH3:16])[CH3:15])[C:9]1[C:2]([OH:1])=[C:3]([CH:6]=[C:7]([CH3:20])[CH:8]=1)[CH2:4][OH:5])([CH3:19])[CH3:18]. The catalyst class is: 27. (2) Reactant: [CH2:1]([O:3][C:4]1[CH:11]=[CH:10][C:7]([CH:8]=O)=[CH:6][CH:5]=1)[CH3:2].[CH:12]1([NH:18][OH:19])[CH2:17][CH2:16][CH2:15][CH2:14][CH2:13]1.C1(C)C=CC(S(O)(=O)=O)=CC=1. Product: [CH2:1]([O:3][C:4]1[CH:11]=[CH:10][C:7]([CH:8]=[N+:18]([CH:12]2[CH2:17][CH2:16][CH2:15][CH2:14][CH2:13]2)[O-:19])=[CH:6][CH:5]=1)[CH3:2]. The catalyst class is: 48. (3) Reactant: [Cl:1][C:2]1[N:3]=[CH:4][C:5]2[CH2:6][CH2:7][CH2:8][CH2:9][C:10]=2[CH:11]=1.CC([O-])(C)C.[K+].[N:18](OC(C)(C)C)=[O:19]. Product: [Cl:1][C:2]1[N:3]=[CH:4][C:5]2[CH2:6][CH2:7][CH2:8][C:9](=[N:18][OH:19])[C:10]=2[CH:11]=1. The catalyst class is: 1. (4) Reactant: [O:1]=[S:2]1(=[O:22])[CH2:6][CH2:5][CH2:4][N:3]1[C@@H:7]([C:16]1[CH:21]=[CH:20][CH:19]=[CH:18][CH:17]=1)[C@@H:8]([C:10]1[CH:15]=[CH:14][CH:13]=[CH:12][CH:11]=1)[OH:9].[OH-].[Na+].[CH2:25](I)[CH2:26][CH3:27]. Product: [C:16]1([C@H:7]([N:3]2[CH2:4][CH2:5][CH2:6][S:2]2(=[O:22])=[O:1])[C@@H:8]([C:10]2[CH:15]=[CH:14][CH:13]=[CH:12][CH:11]=2)[O:9][CH2:25][CH2:26][CH3:27])[CH:21]=[CH:20][CH:19]=[CH:18][CH:17]=1. The catalyst class is: 58. (5) Reactant: [NH2:1][C:2]1[NH:6][N:5]=[C:4]([CH3:7])[C:3]=1[C:8]1[CH:13]=[CH:12][C:11]([O:14][CH2:15][CH:16]2[CH2:21][CH2:20][N:19](C(OC(C)(C)C)=O)[CH2:18][CH2:17]2)=[C:10]([O:29][CH3:30])[CH:9]=1.[OH:31][C:32]1[CH:39]=[CH:38][C:35]([CH:36]=O)=[CH:34][CH:33]=1.[C:40]([OH:46])([C:42]([F:45])([F:44])[F:43])=[O:41]. Product: [F:43][C:42]([F:45])([F:44])[C:40]([OH:46])=[O:41].[CH3:7][C:4]1[C:3]2[C:8]3[CH:9]=[C:10]([O:29][CH3:30])[C:11]([O:14][CH2:15][CH:16]4[CH2:17][CH2:18][NH:19][CH2:20][CH2:21]4)=[CH:12][C:13]=3[C:36]([C:35]3[CH:38]=[CH:39][C:32]([OH:31])=[CH:33][CH:34]=3)=[N:1][C:2]=2[NH:6][N:5]=1. The catalyst class is: 3. (6) Reactant: [CH3:1][O:2][C:3]1[CH:4]=[C:5]2[C:10](=[CH:11][C:12]=1[O:13][CH3:14])[N:9]=[CH:8][CH:7]=[C:6]2[O:15][C:16]1[C:22]([CH3:23])=[CH:21][C:19]([NH2:20])=[C:18]([CH3:24])[CH:17]=1.Cl[C:26](Cl)([O:28][C:29](=[O:35])OC(Cl)(Cl)Cl)Cl.[CH:37]1(CO)[CH2:42][CH2:41][CH2:40][CH2:39][CH2:38]1.C(=O)(O)[O-].[Na+]. Product: [CH3:1][O:2][C:3]1[CH:4]=[C:5]2[C:10](=[CH:11][C:12]=1[O:13][CH3:14])[N:9]=[CH:8][CH:7]=[C:6]2[O:15][C:16]1[C:22]([CH3:23])=[CH:21][C:19]([NH:20][C:29](=[O:35])[O:28][CH2:26][CH:37]2[CH2:42][CH2:41][CH2:40][CH2:39][CH2:38]2)=[C:18]([CH3:24])[CH:17]=1. The catalyst class is: 208.